Dataset: Catalyst prediction with 721,799 reactions and 888 catalyst types from USPTO. Task: Predict which catalyst facilitates the given reaction. (1) Product: [NH2:1][C:2]1[CH:7]=[CH:6][C:5]([C:8]2[C:9]([NH2:15])=[N:10][CH:11]=[C:12]([C:21]3[CH:20]=[N:19][N:18]([CH3:17])[CH:22]=3)[CH:13]=2)=[C:4]([F:16])[CH:3]=1. Reactant: [NH2:1][C:2]1[CH:7]=[CH:6][C:5]([C:8]2[C:9]([NH2:15])=[N:10][CH:11]=[C:12](Br)[CH:13]=2)=[C:4]([F:16])[CH:3]=1.[CH3:17][N:18]1[CH:22]=[C:21](B2OC(C)(C)C(C)(C)O2)[CH:20]=[N:19]1.C(=O)([O-])[O-].[K+].[K+].C(=O)(O)[O-].[Na+]. The catalyst class is: 70. (2) Reactant: [CH3:1][C:2]([Si:5]([C:27]1[CH:32]=[CH:31][CH:30]=[CH:29][CH:28]=1)([C:21]1[CH:26]=[CH:25][CH:24]=[CH:23][CH:22]=1)[O:6][CH2:7][C@@H:8]1[CH2:13][CH:12]=[CH:11][CH2:10][N:9]1C(OC(C)(C)C)=O)([CH3:4])[CH3:3]. Product: [CH3:4][C:2]([Si:5]([C:21]1[CH:26]=[CH:25][CH:24]=[CH:23][CH:22]=1)([C:27]1[CH:28]=[CH:29][CH:30]=[CH:31][CH:32]=1)[O:6][CH2:7][C@@H:8]1[CH2:13][CH:12]=[CH:11][CH2:10][NH:9]1)([CH3:1])[CH3:3]. The catalyst class is: 157.